This data is from Forward reaction prediction with 1.9M reactions from USPTO patents (1976-2016). The task is: Predict the product of the given reaction. (1) Given the reactants C(OC(=O)[NH:10][C@H:11]1[CH2:16][CH2:15][CH2:14][C@H:13]([N:17](C(OCC2C=CC=CC=2)=O)[C:18]2[N:27]=[C:26]([N:28]([CH3:30])[CH3:29])[C:25]3[C:20](=[CH:21][CH:22]=[CH:23][CH:24]=3)[N:19]=2)[CH2:12]1)C1C=CC=CC=1, predict the reaction product. The product is: [NH2:10][C@H:11]1[CH2:16][CH2:15][CH2:14][C@H:13]([NH:17][C:18]2[N:27]=[C:26]([N:28]([CH3:30])[CH3:29])[C:25]3[C:20](=[CH:21][CH:22]=[CH:23][CH:24]=3)[N:19]=2)[CH2:12]1. (2) Given the reactants Br[CH2:2][CH2:3][CH2:4][CH2:5][CH2:6][NH:7][C:8]([NH:10][CH2:11][CH2:12][CH2:13][CH2:14][CH3:15])=[O:9].[OH:16][C:17]1[C:22]2[N:23]=[C:24]([NH:26][C:27](=[O:29])[CH3:28])[S:25][C:21]=2[CH:20]=[CH:19][CH:18]=1.C([O-])([O-])=O.[K+].[K+], predict the reaction product. The product is: [CH2:11]([NH:10][C:8](=[O:9])[NH:7][CH2:6][CH2:5][CH2:4][CH2:3][CH2:2][O:16][C:17]1[C:22]2[N:23]=[C:24]([NH:26][C:27](=[O:29])[CH3:28])[S:25][C:21]=2[CH:20]=[CH:19][CH:18]=1)[CH2:12][CH2:13][CH2:14][CH3:15]. (3) Given the reactants [O:1]=[C:2]1[CH2:7][CH2:6][CH2:5][CH:4]([C:8]([OH:10])=[O:9])[CH2:3]1.[CH3:11][Si:12]([CH3:17])([CH3:16])[CH2:13][CH2:14]O.Cl.CN(C)CCCN=C=NCC, predict the reaction product. The product is: [CH3:11][Si:12]([CH3:17])([CH3:16])[CH2:13][CH2:14][O:9][C:8]([CH:4]1[CH2:5][CH2:6][CH2:7][C:2](=[O:1])[CH2:3]1)=[O:10]. (4) The product is: [CH3:1][N:2]1[CH2:7][CH2:6][N:5]([C:8]2[CH:13]=[CH:12][C:11]([CH2:14][NH:15][C:21](=[O:22])[O:20][C:17]([CH3:19])([CH3:18])[CH3:16])=[CH:10][CH:9]=2)[CH2:4][CH2:3]1. Given the reactants [CH3:1][N:2]1[CH2:7][CH2:6][N:5]([C:8]2[CH:13]=[CH:12][C:11]([CH2:14][NH2:15])=[CH:10][CH:9]=2)[CH2:4][CH2:3]1.[CH3:16][C:17]([O:20][C:21](O[C:21]([O:20][C:17]([CH3:19])([CH3:18])[CH3:16])=[O:22])=[O:22])([CH3:19])[CH3:18].[OH-].[Na+].O.CCOC(C)=O, predict the reaction product.